The task is: Predict the reactants needed to synthesize the given product.. This data is from Full USPTO retrosynthesis dataset with 1.9M reactions from patents (1976-2016). (1) Given the product [Cl:54][C:55]1[CH:61]=[CH:60][C:58]([NH:59][C:23]([C:15]2[C:16]3[O:20][C:19]([CH3:21])([CH3:22])[CH2:18][C:17]=3[C:11]3[NH:10][C:9]([NH:8][C:7]4[C:6]([Cl:26])=[CH:5][N:4]=[CH:3][C:2]=4[Cl:1])=[N:13][C:12]=3[CH:14]=2)=[O:24])=[CH:57][CH:56]=1, predict the reactants needed to synthesize it. The reactants are: [Cl:1][C:2]1[CH:3]=[N:4][CH:5]=[C:6]([Cl:26])[C:7]=1[NH:8][C:9]1[NH:10][C:11]2[C:17]3[CH2:18][C:19]([CH3:22])([CH3:21])[O:20][C:16]=3[C:15]([C:23](O)=[O:24])=[CH:14][C:12]=2[N:13]=1.F[B-](F)(F)F.N1(OC(N(C)C)=[N+](C)C)C2C=CC=CC=2N=N1.CN(C=O)C.[Cl:54][C:55]1[CH:61]=[CH:60][C:58]([NH2:59])=[CH:57][CH:56]=1. (2) Given the product [CH2:18]([O:16][C:14]([C:10]1[CH:9]=[C:8]([C:3]2[CH:4]=[CH:5][CH:6]=[CH:7][C:2]=2[F:1])[N:13]=[CH:12][N:11]=1)=[CH2:15])[CH3:23], predict the reactants needed to synthesize it. The reactants are: [F:1][C:2]1[CH:7]=[CH:6][CH:5]=[CH:4][C:3]=1[C:8]1[N:13]=[CH:12][N:11]=[C:10]([C:14](=[O:16])[CH3:15])[CH:9]=1.Cl[C:18]1[CH:23]=C(C(OCC)=C)N=CN=1.FC1C=CC=CC=1B(O)O.C(=O)([O-])[O-].[Na+].[Na+]. (3) Given the product [Cl:6][C:7]1[C:16]([NH2:17])=[C:15]2[C:10](=[CH:9][CH:8]=1)[N:11]=[CH:12][C:13]([CH3:20])=[N:14]2, predict the reactants needed to synthesize it. The reactants are: O.O.[Sn](Cl)Cl.[Cl:6][C:7]1[C:16]([N+:17]([O-])=O)=[C:15]2[C:10]([N:11]=[CH:12][C:13]([CH3:20])=[N:14]2)=[CH:9][CH:8]=1. (4) Given the product [OH:21][CH2:20][C:17]1[CH:16]=[CH:15][C:14]([C:7]23[NH:13][CH2:12][CH2:11][N:8]2[C:9](=[O:10])[C:4]2[N:5]([CH:22]=[C:2]([C:25]4[CH:24]=[N:23][CH:28]=[CH:27][CH:26]=4)[CH:3]=2)[CH2:6]3)=[CH:19][CH:18]=1, predict the reactants needed to synthesize it. The reactants are: Br[C:2]1[CH:3]=[C:4]2[C:9](=[O:10])[N:8]3[CH2:11][CH2:12][NH:13][C:7]3([C:14]3[CH:19]=[CH:18][C:17]([CH2:20][OH:21])=[CH:16][CH:15]=3)[CH2:6][N:5]2[CH:22]=1.[N:23]1[CH:28]=[CH:27][CH:26]=[C:25](B(O)O)[CH:24]=1.C(=O)([O-])[O-].[Na+].[Na+].C(O)C. (5) Given the product [O:1]([C:8]1[CH:13]=[CH:12][C:11]([NH:14][C:15]2[C:24]3[C:19](=[CH:20][C:21]([C:39]4[O:40][C:41]([CH:44]5[O:48][CH2:47][CH2:46][O:45]5)=[CH:42][CH:43]=4)=[CH:22][CH:23]=3)[N:18]=[CH:17][CH:16]=2)=[CH:10][CH:9]=1)[C:2]1[CH:7]=[CH:6][CH:5]=[CH:4][CH:3]=1, predict the reactants needed to synthesize it. The reactants are: [O:1]([C:8]1[CH:13]=[CH:12][C:11]([NH:14][C:15]2[C:24]3[C:19](=[CH:20][C:21](I)=[CH:22][CH:23]=3)[N:18]=[CH:17][CH:16]=2)=[CH:10][CH:9]=1)[C:2]1[CH:7]=[CH:6][CH:5]=[CH:4][CH:3]=1.C([Sn]([C:39]1[O:40][C:41]([CH:44]2[O:48][CH2:47][CH2:46][O:45]2)=[CH:42][CH:43]=1)(CCCC)CCCC)CCC.